From a dataset of Catalyst prediction with 721,799 reactions and 888 catalyst types from USPTO. Predict which catalyst facilitates the given reaction. (1) Reactant: [CH3:1][N:2]1[C:6]([C:7](=[O:23])[NH:8][C:9]2[CH:14]=[CH:13][N:12]3[N:15]=[C:16]([N:18]4[CH2:22][CH2:21][CH2:20][CH2:19]4)[N:17]=[C:11]3[CH:10]=2)=[C:5]([C:24]([O:26]CC)=[O:25])[CH:4]=[N:3]1.O.[OH-].[Li+]. Product: [CH3:1][N:2]1[C:6]([C:7](=[O:23])[NH:8][C:9]2[CH:14]=[CH:13][N:12]3[N:15]=[C:16]([N:18]4[CH2:19][CH2:20][CH2:21][CH2:22]4)[N:17]=[C:11]3[CH:10]=2)=[C:5]([C:24]([OH:26])=[O:25])[CH:4]=[N:3]1. The catalyst class is: 24. (2) Reactant: [O:1]1[CH2:6][CH:5]=[C:4]([C:7]2[CH:12]=[C:11]([C:13]3[CH:14]=[C:15]([CH:17]=[CH:18][C:19]=3[CH3:20])[NH2:16])[CH:10]=[C:9]([N:21]3[CH2:26][CH2:25][O:24][CH2:23][CH2:22]3)[N:8]=2)[CH2:3][CH2:2]1. Product: [CH3:20][C:19]1[CH:18]=[CH:17][C:15]([NH2:16])=[CH:14][C:13]=1[C:11]1[CH:12]=[C:7]([CH:4]2[CH2:3][CH2:2][O:1][CH2:6][CH2:5]2)[N:8]=[C:9]([N:21]2[CH2:26][CH2:25][O:24][CH2:23][CH2:22]2)[CH:10]=1.[O:1]1[CH2:2][CH:3]=[C:4]([C:7]2[CH:12]=[C:11]([C:13]3[CH:14]=[C:15]([CH:17]=[CH:18][C:19]=3[CH3:20])[NH2:16])[CH:10]=[C:9]([N:21]3[CH2:22][CH2:23][O:24][CH2:25][CH2:26]3)[N:8]=2)[CH2:5][CH2:6]1. The catalyst class is: 29.